From a dataset of Full USPTO retrosynthesis dataset with 1.9M reactions from patents (1976-2016). Predict the reactants needed to synthesize the given product. (1) Given the product [CH:26]1([N:14]2[CH:15]=[C:16]([CH:17]=[O:18])[C:12]([C:9]3[CH:10]=[CH:11][C:6]([O:5][CH:3]([CH3:2])[CH3:4])=[CH:7][CH:8]=3)=[N:13]2)[CH2:29][CH2:28][CH2:27]1, predict the reactants needed to synthesize it. The reactants are: Cl.[CH3:2][CH:3]([O:5][C:6]1[CH:11]=[CH:10][C:9]([C:12]2[C:16]([CH:17]=[O:18])=[CH:15][NH:14][N:13]=2)=[CH:8][CH:7]=1)[CH3:4].C([O-])([O-])=O.[K+].[K+].Br[CH:26]1[CH2:29][CH2:28][CH2:27]1.O. (2) Given the product [Br:8][C:6]1[CH:7]=[C:2]([NH:1][S:29]([C:25]2[CH:26]=[CH:27][CH:28]=[C:23]([O:22][CH:21]([F:20])[F:33])[CH:24]=2)(=[O:31])=[O:30])[C:3]([Cl:9])=[N:4][CH:5]=1, predict the reactants needed to synthesize it. The reactants are: [NH2:1][C:2]1[C:3]([Cl:9])=[N:4][CH:5]=[C:6]([Br:8])[CH:7]=1.C[Si]([N-][Si](C)(C)C)(C)C.[Li+].[F:20][CH:21]([F:33])[O:22][C:23]1[CH:24]=[C:25]([S:29](Cl)(=[O:31])=[O:30])[CH:26]=[CH:27][CH:28]=1.[NH4+].[Cl-]. (3) Given the product [CH3:1][C:2]1[N:7]=[C:6]2[S:8][C:9]3[CH:15]=[CH:14][CH:13]=[CH:12][CH2:11][C:10]=3[C:5]2=[C:4]([C:16]2[CH:17]=[CH:18][C:19]([CH3:22])=[CH:20][CH:21]=2)[C:3]=1[CH:23]([CH2:39][CH2:38][CH3:42])[C:24]([O:26][CH3:27])=[O:25], predict the reactants needed to synthesize it. The reactants are: [CH3:1][C:2]1[N:7]=[C:6]2[S:8][C:9]3[CH:15]=[CH:14][CH:13]=[CH:12][CH2:11][C:10]=3[C:5]2=[C:4]([C:16]2[CH:21]=[CH:20][C:19]([CH3:22])=[CH:18][CH:17]=2)[C:3]=1[CH2:23][C:24]([O:26][CH3:27])=[O:25].[Li+].C[Si]([N-][Si](C)(C)C)(C)C.[CH2:38]1[CH2:42]OC[CH2:39]1.ICCC. (4) Given the product [CH:1]1([NH:4][C:5](=[O:33])[NH:6][C:7]2[CH:31]=[CH:30][C:10]([O:11][C:12]3[CH:17]=[CH:16][N:15]=[C:14]4[CH:18]=[C:19]([C:21]5[CH:29]=[CH:28][C:24]([C:25]([N:44]([CH3:45])[CH2:43][C@@H:42]([O:41][Si:34]([C:37]([CH3:40])([CH3:39])[CH3:38])([CH3:35])[CH3:36])[C@H:46]([O:74][Si:75]([C:78]([CH3:81])([CH3:80])[CH3:79])([CH3:76])[CH3:77])[C@@H:47]([O:66][Si:67]([C:70]([CH3:71])([CH3:72])[CH3:73])([CH3:69])[CH3:68])[C@@H:48]([O:58][Si:59]([C:62]([CH3:65])([CH3:64])[CH3:63])([CH3:60])[CH3:61])[CH2:49][O:50][Si:51]([C:54]([CH3:55])([CH3:56])[CH3:57])([CH3:53])[CH3:52])=[O:27])=[CH:23][N:22]=5)[S:20][C:13]=34)=[C:9]([F:32])[CH:8]=2)[CH2:2][CH2:3]1, predict the reactants needed to synthesize it. The reactants are: [CH:1]1([NH:4][C:5](=[O:33])[NH:6][C:7]2[CH:31]=[CH:30][C:10]([O:11][C:12]3[CH:17]=[CH:16][N:15]=[C:14]4[CH:18]=[C:19]([C:21]5[CH:29]=[CH:28][C:24]([C:25]([OH:27])=O)=[CH:23][N:22]=5)[S:20][C:13]=34)=[C:9]([F:32])[CH:8]=2)[CH2:3][CH2:2]1.[Si:34]([O:41][C@@H:42]([C@H:46]([O:74][Si:75]([C:78]([CH3:81])([CH3:80])[CH3:79])([CH3:77])[CH3:76])[C@@H:47]([O:66][Si:67]([C:70]([CH3:73])([CH3:72])[CH3:71])([CH3:69])[CH3:68])[C@@H:48]([O:58][Si:59]([C:62]([CH3:65])([CH3:64])[CH3:63])([CH3:61])[CH3:60])[CH2:49][O:50][Si:51]([C:54]([CH3:57])([CH3:56])[CH3:55])([CH3:53])[CH3:52])[CH2:43][NH:44][CH3:45])([C:37]([CH3:40])([CH3:39])[CH3:38])([CH3:36])[CH3:35].CCN(C(C)C)C(C)C.CN(C(ON1N=NC2C=CC=NC1=2)=[N+](C)C)C.F[P-](F)(F)(F)(F)F. (5) Given the product [F:1][C:2]1[C:3]([N:15]([CH3:22])[S:16]([CH3:19])(=[O:17])=[O:18])=[CH:4][C:5]2[CH:9]=[C:8]([C:10]([O:12][CH3:13])=[O:11])[S:7][C:6]=2[CH:14]=1, predict the reactants needed to synthesize it. The reactants are: [F:1][C:2]1[C:3]([NH:15][S:16]([CH3:19])(=[O:18])=[O:17])=[CH:4][C:5]2[CH:9]=[C:8]([C:10]([O:12][CH3:13])=[O:11])[S:7][C:6]=2[CH:14]=1.CI.[C:22]([O-])([O-])=O.[K+].[K+].O. (6) Given the product [C:22]1(=[O:31])[C:23]2[C:28](=[CH:27][CH:26]=[CH:25][CH:24]=2)[C:29](=[O:30])[NH:21]1, predict the reactants needed to synthesize it. The reactants are: FC(F)(F)C1C=C(S(Cl)(=O)=O)C=CC=1.N1CC[C@H](O[N:21]2[C:29](=[O:30])[C:28]3[C:23](=[CH:24][CH:25]=[CH:26][CH:27]=3)[C:22]2=[O:31])C1.FC(F)(F)C(O)=O.C(N(CC)C(C)C)(C)C. (7) Given the product [OH:17][CH2:16][C:14]1[CH:13]=[C:12]([C:25]2[C:38]3[CH:29]=[CH:30][C:31]4[C:36](=[CH:35][CH:34]=[CH:33][CH:32]=4)[C:37]=3[CH:28]=[CH:27][CH:26]=2)[CH:11]=[C:10]([CH2:9][O:8][C:39]([C:56]2[CH:61]=[CH:60][CH:59]=[CH:58][CH:57]=2)([C:48]2[CH:55]=[CH:54][C:51]([O:52][CH3:53])=[CH:50][CH:49]=2)[C:40]2[CH:47]=[CH:46][C:43]([O:44][CH3:45])=[CH:42][CH:41]=2)[CH:15]=1, predict the reactants needed to synthesize it. The reactants are: [Si]([O:8][CH2:9][C:10]1[CH:11]=[C:12]([C:25]2[CH:26]=[CH:27][C:28]3[CH:29]=[CH:30][C:31]4[C:36]([C:37]=3[CH:38]=2)=[CH:35][CH:34]=[CH:33][CH:32]=4)[CH:13]=[C:14]([CH2:16][O:17][Si](C(C)(C)C)(C)C)[CH:15]=1)(C(C)(C)C)(C)C.[C:39](Cl)([C:56]1[CH:61]=[CH:60][CH:59]=[CH:58][CH:57]=1)([C:48]1[CH:55]=[CH:54][C:51]([O:52][CH3:53])=[CH:50][CH:49]=1)[C:40]1[CH:47]=[CH:46][C:43]([O:44][CH3:45])=[CH:42][CH:41]=1. (8) Given the product [C:1]([O:5][C:6]([NH:8][C@@:9]([CH3:20])([C:17]([NH:45][CH2:46][C:47]([O:49][CH2:50][CH3:51])=[O:48])=[O:19])[CH2:10][C:11]1[CH:12]=[CH:13][CH:14]=[CH:15][CH:16]=1)=[O:7])([CH3:2])([CH3:3])[CH3:4], predict the reactants needed to synthesize it. The reactants are: [C:1]([O:5][C:6]([NH:8][C@@:9]([CH3:20])([C:17]([OH:19])=O)[CH2:10][C:11]1[CH:16]=[CH:15][CH:14]=[CH:13][CH:12]=1)=[O:7])([CH3:4])([CH3:3])[CH3:2].Cl.CN(C)CCCN=C=NCC.O.ON1C2C=CC=CC=2N=N1.Cl.[NH2:45][CH2:46][C:47]([O:49][CH2:50][CH3:51])=[O:48].C(N(CC)CC)C. (9) Given the product [CH:1]([C:46]1[CH:47]=[CH:48][C:49]([NH2:52])=[N:50][CH:51]=1)=[CH2:2], predict the reactants needed to synthesize it. The reactants are: [CH:1]([Sn](CCCC)(CCCC)CCCC)=[CH2:2].C(N(CC)CC)C.C1(C)C=CC=CC=1P(C1C=CC=CC=1C)C1C=CC=CC=1C.Br[C:46]1[CH:47]=[CH:48][C:49]([NH2:52])=[N:50][CH:51]=1.